Dataset: Reaction yield outcomes from USPTO patents with 853,638 reactions. Task: Predict the reaction yield, written as a fraction of the theoretical maximum amount of product (1.0 means a 100% yield; for example, 0.34 means a 34% yield). (1) The reactants are [C:1]([C:4]1[CH:9]=[CH:8][C:7]([NH:10][C:11](=[O:13])[CH3:12])=[CH:6][C:5]=1[OH:14])(=O)[CH3:2].C(O)(=O)C. The catalyst is CO.[C].[Pd]. The product is [CH2:1]([C:4]1[CH:9]=[CH:8][C:7]([NH:10][C:11](=[O:13])[CH3:12])=[CH:6][C:5]=1[OH:14])[CH3:2]. The yield is 0.830. (2) The reactants are [CH3:1][CH2:2][CH2:3][CH2:4][CH2:5][CH3:6].[Li][CH2:8][CH2:9][CH2:10][CH3:11].[CH2:12]1[CH2:16][O:15][CH2:14][CH2:13]1.Br[C:18]1[CH:23]=[CH:22][C:21]([O:24][CH2:25][CH2:26][CH2:27][CH2:28][CH2:29][CH2:30][CH2:31][CH2:32][CH2:33][CH3:34])=[C:20]([O:35][CH2:36][CH2:37][CH2:38][CH2:39][CH2:40][CH2:41][CH2:42][CH2:43][CH2:44][CH3:45])[CH:19]=1. The catalyst is O. The product is [CH2:1]([O:24][C:21]1[CH:20]=[C:19]([C:18]2[CH:23]=[CH:22][C:21]([O:24][CH2:25][CH2:26][CH2:27][CH2:28][CH2:29][CH2:30][CH2:31][CH2:32][CH2:33][CH3:34])=[C:20]([O:35][CH2:36][CH2:37][CH2:38][CH2:39][CH2:40][CH2:41][CH2:42][CH2:43][CH2:44][CH3:45])[CH:19]=2)[CH:18]=[CH:12][C:16]=1[O:15][CH2:14][CH2:13][CH2:32][CH2:31][CH2:30][CH2:29][CH2:28][CH2:27][CH2:26][CH3:25])[CH2:2][CH2:3][CH2:4][CH2:5][CH2:6][CH2:8][CH2:9][CH2:10][CH3:11]. The yield is 0.380. (3) The reactants are [NH2:1][C:2]([C:7]1[CH:12]=[C:11]([Br:13])[CH:10]=[CH:9][C:8]=1[F:14])([CH3:6])[C:3]([OH:5])=[O:4].[CH3:15]O. The catalyst is OS(O)(=O)=O. The product is [CH3:15][O:4][C:3](=[O:5])[C:2]([NH2:1])([C:7]1[CH:12]=[C:11]([Br:13])[CH:10]=[CH:9][C:8]=1[F:14])[CH3:6]. The yield is 0.950. (4) The reactants are [CH3:1][CH:2]([O:4][C@H:5]1[CH2:10][CH2:9][C@H:8]([N:11]2[CH2:16][CH2:15][CH:14]([NH:17]C(=O)OC(C)(C)C)[CH2:13][CH2:12]2)[CH2:7][CH2:6]1)[CH3:3].[ClH:25].O1CCOCC1. The yield is 0.930. The product is [ClH:25].[ClH:25].[CH3:3][CH:2]([O:4][C@H:5]1[CH2:6][CH2:7][C@H:8]([N:11]2[CH2:12][CH2:13][CH:14]([NH2:17])[CH2:15][CH2:16]2)[CH2:9][CH2:10]1)[CH3:1]. The catalyst is ClCCl. (5) The reactants are [NH2:1][CH2:2][C:3]1[CH:8]=[CH:7][C:6]([C:9]2[S:13][CH:12]=[N:11][C:10]=2[CH3:14])=[CH:5][C:4]=1[OH:15].[C:16]([O:20][C:21]([N:23]1[CH2:27][C@H:26]([OH:28])[CH2:25][C@H:24]1[C:29](O)=[O:30])=[O:22])([CH3:19])([CH3:18])[CH3:17].CCN(C(C)C)C(C)C.CN(C(ON1N=NC2C=CC=NC1=2)=[N+](C)C)C.F[P-](F)(F)(F)(F)F.C(=O)(O)[O-].[Na+]. The catalyst is CN(C=O)C. The product is [OH:28][C@H:26]1[CH2:27][N:23]([C:21]([O:20][C:16]([CH3:17])([CH3:18])[CH3:19])=[O:22])[C@H:24]([C:29](=[O:30])[NH:1][CH2:2][C:3]2[CH:8]=[CH:7][C:6]([C:9]3[S:13][CH:12]=[N:11][C:10]=3[CH3:14])=[CH:5][C:4]=2[OH:15])[CH2:25]1. The yield is 0.800. (6) The reactants are [C:1]([C:4]1[CH:8]=[C:7]([C:9]([OH:11])=O)[NH:6][N:5]=1)(=[O:3])[CH3:2].[NH2:12][CH2:13][CH:14]([N:17]1[CH:21]=[CH:20][C:19]([C:22]2[CH:29]=[CH:28][C:25]([C:26]#[N:27])=[C:24]([Cl:30])[CH:23]=2)=[N:18]1)[CH2:15][OH:16]. No catalyst specified. The product is [C:1]([C:4]1[CH:8]=[C:7]([C:9]([NH:12][CH2:13][CH:14]([N:17]2[CH:21]=[CH:20][C:19]([C:22]3[CH:29]=[CH:28][C:25]([C:26]#[N:27])=[C:24]([Cl:30])[CH:23]=3)=[N:18]2)[CH2:15][OH:16])=[O:11])[NH:6][N:5]=1)(=[O:3])[CH3:2]. The yield is 0.0649. (7) The product is [Cl:3][C:4]1[C:13]2[C:8](=[CH:9][C:10]([CH2:14][O:15][C:18]3[CH:25]=[CH:24][C:21]([C:22]#[N:23])=[CH:20][CH:19]=3)=[CH:11][CH:12]=2)[N:7]=[C:6]([CH3:16])[CH:5]=1. The catalyst is CN(C)C=O. The reactants are [H-].[Na+].[Cl:3][C:4]1[C:13]2[C:8](=[CH:9][C:10]([CH2:14][OH:15])=[CH:11][CH:12]=2)[N:7]=[C:6]([CH3:16])[CH:5]=1.F[C:18]1[CH:25]=[CH:24][C:21]([C:22]#[N:23])=[CH:20][CH:19]=1. The yield is 0.780.